Dataset: Full USPTO retrosynthesis dataset with 1.9M reactions from patents (1976-2016). Task: Predict the reactants needed to synthesize the given product. Given the product [F:1][C:2]1[CH:7]=[CH:6][C:5]([C:8]2[C:10]([C:12]3[CH:17]=[CH:16][C:15]([F:18])=[CH:14][CH:13]=3)=[N:26][C:19]3[C:20](=[CH:21][CH:22]=[CH:23][CH:24]=3)[N:25]=2)=[CH:4][CH:3]=1, predict the reactants needed to synthesize it. The reactants are: [F:1][C:2]1[CH:7]=[CH:6][C:5]([C:8]([C:10]([C:12]2[CH:17]=[CH:16][C:15]([F:18])=[CH:14][CH:13]=2)=O)=O)=[CH:4][CH:3]=1.[C:19]1([NH2:26])[CH:24]=[CH:23][CH:22]=[CH:21][C:20]=1[NH2:25].